This data is from Catalyst prediction with 721,799 reactions and 888 catalyst types from USPTO. The task is: Predict which catalyst facilitates the given reaction. (1) Reactant: [Cl:1][C:2]1[CH:3]=[C:4]([NH2:10])[C:5]([NH2:9])=[CH:6][C:7]=1[Cl:8].[F:11][CH:12]([C:16]([F:19])([F:18])[F:17])[C:13](O)=O.Cl.C(=O)(O)[O-].[Na+]. Product: [Cl:1][C:2]1[C:7]([Cl:8])=[CH:6][C:5]2[NH:9][C:13]([CH:12]([F:11])[C:16]([F:19])([F:18])[F:17])=[N:10][C:4]=2[CH:3]=1. The catalyst class is: 69. (2) Reactant: S([O-])([O-])=O.[Na+].[Na+].OP([O-])([O-])=O.[Na+].[Na+].[Br:14][C:15]1[CH:16]=[CH:17][C:18]([Cl:25])=[C:19]([S:21](Cl)(=[O:23])=[O:22])[CH:20]=1.Br[CH2:27][C:28]1[CH:33]=[CH:32][CH:31]=[C:30]([Cl:34])[CH:29]=1. Product: [Br:14][C:15]1[CH:16]=[CH:17][C:18]([Cl:25])=[C:19]([S:21]([CH2:27][C:28]2[CH:33]=[CH:32][CH:31]=[C:30]([Cl:34])[CH:29]=2)(=[O:23])=[O:22])[CH:20]=1. The catalyst class is: 283. (3) Reactant: [CH3:1][S:2]([CH3:5])(=[O:4])=[O:3].C([Li])CCC.COC[C:14]([O:16][CH3:17])=[O:15]. Product: [CH3:1][S:2]([CH2:5][C:14]([O:16][CH3:17])=[O:15])(=[O:4])=[O:3]. The catalyst class is: 7. (4) Reactant: [NH2:1][C:2]1[CH:3]=[CH:4][C:5]([Cl:18])=[C:6]([C:8]2[O:9][C:10]3[CH:16]=[CH:15][C:14]([CH3:17])=[CH:13][C:11]=3[N:12]=2)[CH:7]=1.[C:19](Cl)(=[O:22])[CH2:20][CH3:21]. Product: [Cl:18][C:5]1[CH:4]=[CH:3][C:2]([NH:1][C:19](=[O:22])[CH2:20][CH3:21])=[CH:7][C:6]=1[C:8]1[O:9][C:10]2[CH:16]=[CH:15][C:14]([CH3:17])=[CH:13][C:11]=2[N:12]=1. The catalyst class is: 7. (5) Reactant: [C:1]([S:5][C:6]1[CH:11]=[CH:10][C:9](B2OC(C)(C)C(C)(C)O2)=[CH:8][CH:7]=1)([CH3:4])([CH3:3])[CH3:2].Br[C:22]1[C:27]([O:28][CH3:29])=[CH:26][C:25]([C:30]2[CH:35]=[C:34]([O:36][CH3:37])[CH:33]=[CH:32][C:31]=2[O:38][CH3:39])=[C:24]([O:40][CH3:41])[CH:23]=1.C(=O)([O-])[O-].[Na+].[Na+]. Product: [C:1]([S:5][C:6]1[CH:7]=[CH:8][C:9]([C:33]2[C:34]([O:36][CH3:37])=[CH:35][C:30]([C:25]3[CH:26]=[C:27]([O:28][CH3:29])[CH:22]=[CH:23][C:24]=3[O:40][CH3:41])=[C:31]([O:38][CH3:39])[CH:32]=2)=[CH:10][CH:11]=1)([CH3:2])([CH3:3])[CH3:4]. The catalyst class is: 206. (6) Reactant: [Br:1][C:2]1[CH:8]=[CH:7][C:5]([NH2:6])=[C:4](I)[CH:3]=1.[F:10][C:11]1[CH:16]=[CH:15][C:14](B(O)O)=[CH:13][CH:12]=1.ClCCl.[OH-].[Na+]. Product: [Br:1][C:2]1[CH:8]=[CH:7][C:5]([NH2:6])=[C:4]([C:14]2[CH:15]=[CH:16][C:11]([F:10])=[CH:12][CH:13]=2)[CH:3]=1. The catalyst class is: 140.